This data is from Reaction yield outcomes from USPTO patents with 853,638 reactions. The task is: Predict the reaction yield, written as a fraction of the theoretical maximum amount of product (1.0 means a 100% yield; for example, 0.34 means a 34% yield). (1) The reactants are [NH2:1][C:2]1[CH:27]=[CH:26][C:5]([O:6][C:7]2[CH:12]=[CH:11][N:10]=[C:9]([NH:13][C:14]([N:16]3[CH2:21][CH2:20][CH:19]([N:22]4[CH2:25][CH2:24][CH2:23]4)[CH2:18][CH2:17]3)=[O:15])[CH:8]=2)=[CH:4][CH:3]=1.[C:28]1([CH2:34][C:35]([N:37]=[C:38]=[O:39])=[O:36])[CH:33]=[CH:32][CH:31]=[CH:30][CH:29]=1. The catalyst is O1CCCC1.CCCCCC. The product is [N:22]1([CH:19]2[CH2:18][CH2:17][N:16]([C:14]([NH:13][C:9]3[CH:8]=[C:7]([O:6][C:5]4[CH:4]=[CH:3][C:2]([NH:1][C:38]([NH:37][C:35](=[O:36])[CH2:34][C:28]5[CH:29]=[CH:30][CH:31]=[CH:32][CH:33]=5)=[O:39])=[CH:27][CH:26]=4)[CH:12]=[CH:11][N:10]=3)=[O:15])[CH2:21][CH2:20]2)[CH2:25][CH2:24][CH2:23]1. The yield is 0.550. (2) The reactants are Br[CH2:2][C:3]1[C:10]([N+:11]([O-:13])=[O:12])=[CH:9][CH:8]=[CH:7][C:4]=1[C:5]#[N:6].[NH:14]1[CH2:19][CH2:18][O:17][CH2:16][CH2:15]1.C(N(CC)CC)C. The catalyst is C(Cl)Cl. The product is [O:17]1[CH2:18][CH2:19][N:14]([CH2:2][C:3]2[C:10]([N+:11]([O-:13])=[O:12])=[CH:9][CH:8]=[CH:7][C:4]=2[C:5]#[N:6])[CH2:15][CH2:16]1. The yield is 0.900. (3) The reactants are [CH3:1][NH2:2].O1CCCC1.O1CCCC1.N1(O[C:23](=[O:39])[CH2:24][C@H:25]2[O:30][CH2:29][C@H:28]([NH:31][C:32](=[O:38])[O:33][C:34]([CH3:37])([CH3:36])[CH3:35])[CH2:27][CH2:26]2)C2C=CC=CC=2N=N1. The catalyst is C(OCC)(=O)C. The product is [CH3:1][NH:2][C:23](=[O:39])[CH2:24][C@H:25]1[O:30][CH2:29][C@H:28]([NH:31][C:32](=[O:38])[O:33][C:34]([CH3:35])([CH3:36])[CH3:37])[CH2:27][CH2:26]1. The yield is 0.490. (4) The reactants are [Cl:1][C:2]1[C:11]([CH:12]=[O:13])=[CH:10][C:9]2[C:4](=[CH:5][C:6]([O:15][CH2:16][C:17]3[CH:22]=[CH:21][CH:20]=[CH:19][N:18]=3)=[C:7]([Cl:14])[CH:8]=2)[N:3]=1.[CH3:23][Mg]Br. The catalyst is C(Cl)Cl. The product is [Cl:1][C:2]1[C:11]([C:12](=[O:13])[CH3:23])=[CH:10][C:9]2[C:4](=[CH:5][C:6]([O:15][CH2:16][C:17]3[CH:22]=[CH:21][CH:20]=[CH:19][N:18]=3)=[C:7]([Cl:14])[CH:8]=2)[N:3]=1. The yield is 0.790. (5) The reactants are Br[C:2]1[CH:11]=[CH:10][C:9]([O:12][CH3:13])=[C:8]2[C:3]=1[CH:4]=[C:5]([C:18]([O:20][CH2:21][CH3:22])=[O:19])[CH:6]([C:14]([F:17])([F:16])[F:15])[O:7]2.[CH3:23]B1OB(C)OB(C)O1.C(Cl)Cl.C([O-])([O-])=O.[Cs+].[Cs+]. The catalyst is O1CCOCC1.CCOC(C)=O.C1C=CC(P(C2C=CC=CC=2)[C-]2C=CC=C2)=CC=1.C1C=CC(P(C2C=CC=CC=2)[C-]2C=CC=C2)=CC=1.Cl[Pd]Cl.[Fe+2].O. The product is [CH3:13][O:12][C:9]1[CH:10]=[CH:11][C:2]([CH3:23])=[C:3]2[C:8]=1[O:7][CH:6]([C:14]([F:17])([F:16])[F:15])[C:5]([C:18]([O:20][CH2:21][CH3:22])=[O:19])=[CH:4]2. The yield is 0.740. (6) The reactants are Br.[NH2:2][C@@H:3]([CH2:8][C:9]([F:12])([F:11])[CH3:10])[C:4]([O:6][CH3:7])=[O:5].N1C=CC=CC=1.[C:19](Cl)(Cl)=[O:20].C1(C)C=CC=CC=1. The catalyst is ClCCl. The product is [F:12][C:9]([F:11])([CH3:10])[CH2:8][C@H:3]([N:2]=[C:19]=[O:20])[C:4]([O:6][CH3:7])=[O:5]. The yield is 0.940. (7) The reactants are [C:1]([NH:5][C:6]1[C:11]([CH3:12])=[CH:10][CH:9]=[CH:8][N:7]=1)([CH3:4])([CH3:3])[CH3:2].C[Mg]Cl.Cl[C:17]([O:19][CH3:20])=[O:18]. The catalyst is C1COCC1. The product is [C:1]([N:5]([C:6]1[C:11]([CH3:12])=[CH:10][CH:9]=[CH:8][N:7]=1)[C:17](=[O:18])[O:19][CH3:20])([CH3:4])([CH3:3])[CH3:2]. The yield is 0.920. (8) The reactants are Cl[C:2]1[CH:16]=[CH:15][C:5]2[C:6](=[O:14])[NH:7][C:8]3[C:13]([C:4]=2[CH:3]=1)=[CH:12][CH:11]=[CH:10][N:9]=3.[NH:17]1[CH2:22][CH2:21]OCC1.[CH:23]1(P([CH:23]2[CH2:28][CH2:27]C[CH2:25][CH2:24]2)C2C=CC=CC=2C2C(C(C)C)=CC(C(C)C)=CC=2C(C)C)[CH2:28][CH2:27]C[CH2:25][CH2:24]1.CC(C)([O-])C.[Na+]. The catalyst is O1CCOCC1.C([O-])(=O)C.[Pd+2].C([O-])(=O)C. The product is [CH2:22]([NH:17][C:2]1[CH:16]=[CH:15][C:5]2[C:6](=[O:14])[NH:7][C:8]3[C:13]([C:4]=2[CH:3]=1)=[CH:12][CH:11]=[CH:10][N:9]=3)[C:21]1[CH:27]=[CH:28][CH:23]=[CH:24][CH:25]=1. The yield is 0.330.